Predict the reaction yield, written as a fraction of the theoretical maximum amount of product (1.0 means a 100% yield; for example, 0.34 means a 34% yield). From a dataset of Reaction yield outcomes from USPTO patents with 853,638 reactions. (1) The reactants are Br[C:2]1[CH:7]=[C:6]([F:8])[CH:5]=[C:4]([F:9])[C:3]=1[F:10].N#N.[CH3:13][CH2:14][OH:15].[Li][CH:17](CC)C.C1CCCCC1.B(F)(F)F.C(OCC)C. The catalyst is C1COCC1. The product is [F:10][C:3]1[C:4]([F:9])=[CH:5][C:6]([F:8])=[CH:7][C:2]=1[CH2:13][C@H:14]([OH:15])[CH3:17]. The yield is 0.830. (2) The reactants are [O:1]=[C:2]1[CH2:7][S:6][C:5]2[CH:8]=[CH:9][C:10]([CH:12]=O)=[N:11][C:4]=2[NH:3]1.CO.[CH3:16][NH2:17].[BH4-].[Na+]. The catalyst is C(Cl)Cl. The product is [CH3:16][NH:17][CH2:12][C:10]1[CH:9]=[CH:8][C:5]2[S:6][CH2:7][C:2](=[O:1])[NH:3][C:4]=2[N:11]=1. The yield is 0.870. (3) The reactants are Cl[C:2]1[C:3]([CH:8]2[CH2:11][N:10]([C:12]([O:14][C:15]([CH3:18])([CH3:17])[CH3:16])=[O:13])[CH2:9]2)=[N:4][CH:5]=[CH:6][N:7]=1.[NH:19]1[CH2:24][CH2:23][O:22][CH2:21][CH2:20]1. No catalyst specified. The product is [C:15]([O:14][C:12]([N:10]1[CH2:11][CH:8]([C:3]2[C:2]([N:19]3[CH2:24][CH2:23][O:22][CH2:21][CH2:20]3)=[N:7][CH:6]=[CH:5][N:4]=2)[CH2:9]1)=[O:13])([CH3:18])([CH3:17])[CH3:16]. The yield is 0.940. (4) The reactants are C(OC([N:8]1[CH2:14][CH2:13][CH2:12][N:11]([C:15]2[CH:16]=[C:17]([CH:25]([CH3:27])[CH3:26])[CH:18]=[C:19]3[C:24]=2[N:23]=[CH:22][CH:21]=[CH:20]3)[CH2:10][CH2:9]1)=O)(C)(C)C.[ClH:28]. The catalyst is CO.O1CCOCC1. The product is [ClH:28].[ClH:28].[N:11]1([C:15]2[CH:16]=[C:17]([CH:25]([CH3:27])[CH3:26])[CH:18]=[C:19]3[C:24]=2[N:23]=[CH:22][CH:21]=[CH:20]3)[CH2:12][CH2:13][CH2:14][NH:8][CH2:9][CH2:10]1. The yield is 1.00. (5) The reactants are N#N.[CH3:3][O:4][C:5]1[CH:10]=[CH:9][C:8]([N+:11]([O-:13])=[O:12])=[CH:7][C:6]=1[NH:14][C:15](=[O:18])[CH2:16][CH3:17].[CH2:19](O)C. The catalyst is ClCCl.[Pd]. The product is [CH3:3][O:4][C:5]1[CH:10]=[CH:9][C:8]([N+:11]([O-:13])=[O:12])=[CH:7][C:6]=1[N:14]([CH3:19])[C:15](=[O:18])[CH2:16][CH3:17]. The yield is 0.310. (6) The reactants are C1(O[C:8](=[O:27])[NH:9][C:10]2[S:11][C:12]3[C:13]([N:21]4[CH2:26][CH2:25][O:24][CH2:23][CH2:22]4)=[N:14][CH:15]=[C:16]([O:19][CH3:20])[C:17]=3[N:18]=2)C=CC=CC=1.[NH:28]1[CH2:33][CH2:32][O:31][CH2:30][CH2:29]1. The catalyst is ClC(Cl)C.O1CCCC1. The product is [CH3:20][O:19][C:16]1[C:17]2[N:18]=[C:10]([NH:9][C:8]([N:28]3[CH2:33][CH2:32][O:31][CH2:30][CH2:29]3)=[O:27])[S:11][C:12]=2[C:13]([N:21]2[CH2:22][CH2:23][O:24][CH2:25][CH2:26]2)=[N:14][CH:15]=1. The yield is 0.340.